This data is from Forward reaction prediction with 1.9M reactions from USPTO patents (1976-2016). The task is: Predict the product of the given reaction. Given the reactants [Cl:1][C:2]1[S:6][C:5]2[C:7]3([O:24][CH2:25][C:26]([F:28])([F:27])[C:4]=2[CH:3]=1)[CH2:12][CH2:11][N:10]([CH2:13][C:14]1[C:15]([C:19]([O:21][CH2:22][CH3:23])=[O:20])=[N:16][NH:17][CH:18]=1)[CH2:9][CH2:8]3.C(=O)([O-])[O-].[K+].[K+].F[C:36]1[C:41]([F:42])=[CH:40][CH:39]=[CH:38][N:37]=1.C(Cl)Cl, predict the reaction product. The product is: [Cl:1][C:2]1[S:6][C:5]2[C:7]3([O:24][CH2:25][C:26]([F:27])([F:28])[C:4]=2[CH:3]=1)[CH2:8][CH2:9][N:10]([CH2:13][C:14]1[C:15]([C:19]([O:21][CH2:22][CH3:23])=[O:20])=[N:16][N:17]([C:36]2[C:41]([F:42])=[CH:40][CH:39]=[CH:38][N:37]=2)[CH:18]=1)[CH2:11][CH2:12]3.